Dataset: Acute oral toxicity (LD50) regression data from Zhu et al.. Task: Regression/Classification. Given a drug SMILES string, predict its toxicity properties. Task type varies by dataset: regression for continuous values (e.g., LD50, hERG inhibition percentage) or binary classification for toxic/non-toxic outcomes (e.g., AMES mutagenicity, cardiotoxicity, hepatotoxicity). Dataset: ld50_zhu. (1) The molecule is CCCOC(=O)CC(SP(=O)(OC)OC)C(=O)OCCC. The rat oral LD50 is 2.98, given as -log10 of the dose in mol/kg body weight (higher means more acutely toxic). (2) The molecule is Cn1c(=N)oc2ccc(Cl)cc21. The rat oral LD50 is 2.26, given as -log10 of the dose in mol/kg body weight (higher means more acutely toxic). (3) The drug is CC1(C)CCC(NC(=O)C(N)CCC(=O)O)CC1. The rat oral LD50 is 2.25, given as -log10 of the dose in mol/kg body weight (higher means more acutely toxic). (4) The compound is CCCCNCCO. The rat oral LD50 is 2.01, given as -log10 of the dose in mol/kg body weight (higher means more acutely toxic). (5) The rat oral LD50 is 1.66, given as -log10 of the dose in mol/kg body weight (higher means more acutely toxic). The molecule is O=C(Cl)c1ccc(Cl)cc1Cl. (6) The compound is C#CC(C)(C)NC(=O)C=Cc1cc(OC)c(OC)c(OC)c1. The rat oral LD50 is 2.73, given as -log10 of the dose in mol/kg body weight (higher means more acutely toxic).